From a dataset of Peptide-MHC class II binding affinity with 134,281 pairs from IEDB. Regression. Given a peptide amino acid sequence and an MHC pseudo amino acid sequence, predict their binding affinity value. This is MHC class II binding data. The peptide sequence is WLGARYLEFEALGFLNE. The MHC is DRB1_0404 with pseudo-sequence DRB1_0404. The binding affinity (normalized) is 0.555.